The task is: Predict the reaction yield, written as a fraction of the theoretical maximum amount of product (1.0 means a 100% yield; for example, 0.34 means a 34% yield).. This data is from Reaction yield outcomes from USPTO patents with 853,638 reactions. The reactants are CC(OC1C=CC=C(OC(C)C)C=1C1C(P(C2CCCCC2)C2CCCCC2)=CC=CC=1)C.[Li+].C[Si]([N-][Si](C)(C)C)(C)C.Cl[C:45]1[CH:54]=[CH:53][CH:52]=[C:51]2[C:46]=1[CH:47]=[C:48]1[CH2:67][C:59]3([CH2:64][O:63][C:62]([CH3:66])([CH3:65])[O:61][CH2:60]3)[CH2:58][C:49]1=[C:50]2[C:55](=[O:57])[CH3:56].CCCCCC.CCOC(C)=O.[CH3:80][NH:81][CH3:82]. The catalyst is C1COCC1. The product is [CH3:80][N:81]([CH3:82])[C:45]1[CH:54]=[CH:53][CH:52]=[C:51]2[C:46]=1[CH:47]=[C:48]1[CH2:67][C:59]3([CH2:64][O:63][C:62]([CH3:66])([CH3:65])[O:61][CH2:60]3)[CH2:58][C:49]1=[C:50]2[C:55](=[O:57])[CH3:56]. The yield is 0.620.